This data is from Forward reaction prediction with 1.9M reactions from USPTO patents (1976-2016). The task is: Predict the product of the given reaction. (1) The product is: [F:1][C:2]1[CH:9]=[CH:8][CH:7]=[C:6]([N:11]2[CH:15]=[N:14][CH:13]=[N:12]2)[C:3]=1[C:4]#[N:5]. Given the reactants [F:1][C:2]1[CH:9]=[CH:8][CH:7]=[C:6](F)[C:3]=1[C:4]#[N:5].[NH:11]1[CH:15]=[N:14][CH:13]=[N:12]1.C(=O)([O-])[O-].[Cs+].[Cs+].O, predict the reaction product. (2) Given the reactants C([O:3][C:4]([C:6]1([C:9]2[CH:14]=[CH:13][C:12]([C:15]3[CH:20]=[CH:19][C:18]([C:21]4[S:22][C:23]([Cl:38])=[CH:24][C:25]=4[NH:26][C:27]([O:29][C@@H:30]([C:32]4[CH:37]=[CH:36][CH:35]=[CH:34][CH:33]=4)[CH3:31])=[O:28])=[CH:17][N:16]=3)=[CH:11][CH:10]=2)[CH2:8][CH2:7]1)=[O:5])C.[OH-].[Na+].Cl.C(OCC)(=O)C, predict the reaction product. The product is: [Cl:38][C:23]1[S:22][C:21]([C:18]2[CH:19]=[CH:20][C:15]([C:12]3[CH:11]=[CH:10][C:9]([C:6]4([C:4]([OH:5])=[O:3])[CH2:8][CH2:7]4)=[CH:14][CH:13]=3)=[N:16][CH:17]=2)=[C:25]([NH:26][C:27]([O:29][C@@H:30]([C:32]2[CH:33]=[CH:34][CH:35]=[CH:36][CH:37]=2)[CH3:31])=[O:28])[CH:24]=1. (3) Given the reactants [CH3:1][S:2]([C:5]1[CH:10]=[CH:9][C:8]([C:11]2[C:12]3[N:13]([N:17]=[C:18]([NH:20][C:21]4[CH:26]=[CH:25][CH:24]=[C:23]([N:27]5[CH2:32][CH2:31][NH:30][CH2:29][CH2:28]5)[CH:22]=4)[N:19]=3)[CH:14]=[CH:15][CH:16]=2)=[CH:7][CH:6]=1)(=[O:4])=[O:3].Cl[CH2:34][C:35]([NH2:37])=[O:36].[I-].[Na+], predict the reaction product. The product is: [CH3:1][S:2]([C:5]1[CH:10]=[CH:9][C:8]([C:11]2[C:12]3[N:13]([N:17]=[C:18]([NH:20][C:21]4[CH:22]=[C:23]([N:27]5[CH2:32][CH2:31][N:30]([CH2:34][C:35]([NH2:37])=[O:36])[CH2:29][CH2:28]5)[CH:24]=[CH:25][CH:26]=4)[N:19]=3)[CH:14]=[CH:15][CH:16]=2)=[CH:7][CH:6]=1)(=[O:3])=[O:4]. (4) Given the reactants [C:1]12([CH2:15][CH2:14][C:13]3[C:8](=[CH:9][C:10]([OH:16])=[CH:11][CH:12]=3)[O:7]1)[CH2:6][CH2:5][CH2:4][CH2:3][CH2:2]2.CCN(CC)CC.C1(N([S:31]([C:34]([F:37])([F:36])[F:35])(=[O:33])=[O:32])[S:31]([C:34]([F:37])([F:36])[F:35])(=[O:33])=[O:32])C=CC=CC=1, predict the reaction product. The product is: [F:35][C:34]([F:37])([F:36])[S:31]([O:16][C:10]1[CH:9]=[C:8]2[C:13]([CH2:14][CH2:15][C:1]3([O:7]2)[CH2:6][CH2:5][CH2:4][CH2:3][CH2:2]3)=[CH:12][CH:11]=1)(=[O:33])=[O:32]. (5) Given the reactants [Cl:1][C:2]1[CH:3]=[C:4]([CH:6]=[CH:7][C:8]=1I)[NH2:5].[Cl:10][C:11]1[CH:16]=[C:15]([C:17]([F:20])([F:19])[F:18])[CH:14]=[CH:13][C:12]=1B(O)O.C([O-])([O-])=O.[K+].[K+].O, predict the reaction product. The product is: [Cl:1][C:2]1[CH:3]=[C:4]([NH2:5])[CH:6]=[CH:7][C:8]=1[C:12]1[CH:13]=[CH:14][C:15]([C:17]([F:20])([F:19])[F:18])=[CH:16][C:11]=1[Cl:10].